From a dataset of Catalyst prediction with 721,799 reactions and 888 catalyst types from USPTO. Predict which catalyst facilitates the given reaction. (1) Reactant: [CH2:1]([O:3][C:4]([C@@H:6]1[CH2:10][CH:9]([O:11][Si](C(C)(C)C)(C)C)[CH2:8][C@H:7]1[CH2:19][O:20][C:21]1[CH:26]=[CH:25][C:24]([Cl:27])=[CH:23][CH:22]=1)=[O:5])[CH3:2].N1C=CC=CC=1.[Na]. Product: [CH2:1]([O:3][C:4]([C@@H:6]1[CH2:10][CH:9]([OH:11])[CH2:8][C@H:7]1[CH2:19][O:20][C:21]1[CH:22]=[CH:23][C:24]([Cl:27])=[CH:25][CH:26]=1)=[O:5])[CH3:2]. The catalyst class is: 7. (2) Reactant: [CH:1]1([C:4]2[C:9]([C:10]3[CH:15]=[CH:14][C:13]([F:16])=[CH:12][CH:11]=3)=[C:8]([F:17])[C:7]([O:18][CH:19]([CH3:21])[CH3:20])=[C:6]([CH2:22][N:23]3[CH2:28][CH2:27][CH:26]([N:29]4[CH:34]=[CH:33][C:32]([C:35]([OH:37])=[O:36])=[C:31]([CH3:38])[C:30]4=[O:39])[CH2:25][CH2:24]3)[CH:5]=2)[CH2:3][CH2:2]1.[ClH:40].C(OC(C)C)(C)C. Product: [ClH:40].[CH:1]1([C:4]2[C:9]([C:10]3[CH:11]=[CH:12][C:13]([F:16])=[CH:14][CH:15]=3)=[C:8]([F:17])[C:7]([O:18][CH:19]([CH3:21])[CH3:20])=[C:6]([CH2:22][N:23]3[CH2:24][CH2:25][CH:26]([N:29]4[CH:34]=[CH:33][C:32]([C:35]([OH:37])=[O:36])=[C:31]([CH3:38])[C:30]4=[O:39])[CH2:27][CH2:28]3)[CH:5]=2)[CH2:3][CH2:2]1. The catalyst class is: 32. (3) Reactant: Cl.[CH3:2][O:3][C:4](=[O:8])[C@H:5]([CH3:7])[NH2:6].[C:9](O)(=[O:31])[CH2:10][CH2:11]/[CH:12]=[CH:13]\[CH2:14]/[CH:15]=[CH:16]\[CH2:17]/[CH:18]=[CH:19]\[CH2:20]/[CH:21]=[CH:22]\[CH2:23]/[CH:24]=[CH:25]\[CH2:26]/[CH:27]=[CH:28]\[CH2:29][CH3:30].CCN=C=NCCCN(C)C.CCN(C(C)C)C(C)C. Product: [C:9]([NH:6][C@@H:5]([CH3:7])[C:4]([O:3][CH3:2])=[O:8])(=[O:31])[CH2:10][CH2:11]/[CH:12]=[CH:13]\[CH2:14]/[CH:15]=[CH:16]\[CH2:17]/[CH:18]=[CH:19]\[CH2:20]/[CH:21]=[CH:22]\[CH2:23]/[CH:24]=[CH:25]\[CH2:26]/[CH:27]=[CH:28]\[CH2:29][CH3:30]. The catalyst class is: 210. (4) Reactant: [Cl-].[CH3:2][O:3][C:4]1[CH:9]=[CH:8][C:7]([S+:10]2[C:14]3[CH:15]=[CH:16][CH:17]=[CH:18][C:13]=3[C:12]3[CH:19]=[CH:20][CH:21]=[CH:22][C:11]2=3)=[CH:6][C:5]=1[CH2:23][C:24]([O:26][CH2:27][C:28]([O:30][C:31]1([CH3:41])[CH:38]2[CH2:39][CH:34]3[CH2:35][CH:36]([CH2:40][CH:32]1[CH2:33]3)[CH2:37]2)=[O:29])=[O:25].[OH:42][C:43]12[CH2:52][CH:47]3[CH2:48][CH:49]([CH2:51][CH:45]([CH2:46]3)[CH2:44]1)[CH2:50]2.[Na].C(O[CH:58]([CH3:69])[C:59]([F:68])([F:67])[C:60]([F:66])([F:65])[S:61]([O-:64])(=[O:63])=[O:62])(=O)C.O. Product: [F:66][C:60]([F:65])([S:61]([O-:64])(=[O:62])=[O:63])[C:59]([F:67])([F:68])[CH2:58][CH2:69][O:26][C:24]([C:47]12[CH2:48][CH:49]3[CH2:51][CH:45]([CH2:44][C:43]([OH:42])([CH2:50]3)[CH2:52]1)[CH2:46]2)=[O:25].[CH3:2][O:3][C:4]1[CH:9]=[CH:8][C:7]([S+:10]2[C:14]3[CH:15]=[CH:16][CH:17]=[CH:18][C:13]=3[C:12]3[CH:19]=[CH:20][CH:21]=[CH:22][C:11]2=3)=[CH:6][C:5]=1[CH2:23][C:24]([O:26][CH2:27][C:28]([O:30][C:31]1([CH3:41])[CH:32]2[CH2:33][CH:34]3[CH2:35][CH:36]([CH2:37][CH:38]1[CH2:39]3)[CH2:40]2)=[O:29])=[O:25]. The catalyst class is: 2. (5) Reactant: [CH2:1]([C:8]1[C:9]([NH2:22])=[N:10][CH:11]=[C:12]([C:14]2[CH:19]=[CH:18][C:17]([O:20][CH3:21])=[CH:16][CH:15]=2)[N:13]=1)[C:2]1[CH:7]=[CH:6][CH:5]=[CH:4][CH:3]=1.[CH3:23][O:24][C:25]1[CH:30]=[CH:29][C:28]([N:31]=[C:32]=[O:33])=[CH:27][CH:26]=1. Product: [CH2:1]([C:8]1[C:9]([NH:22][C:32]([NH:31][C:28]2[CH:29]=[CH:30][C:25]([O:24][CH3:23])=[CH:26][CH:27]=2)=[O:33])=[N:10][CH:11]=[C:12]([C:14]2[CH:19]=[CH:18][C:17]([O:20][CH3:21])=[CH:16][CH:15]=2)[N:13]=1)[C:2]1[CH:7]=[CH:6][CH:5]=[CH:4][CH:3]=1. The catalyst class is: 26. (6) Reactant: [C:1]([C:3]1[CH:8]=[CH:7][C:6]([C:9]2[N:13]3[CH:14]=[C:15]([C:18]4[CH:26]=[CH:25][C:21]([C:22](O)=[O:23])=[C:20]([O:27][CH3:28])[CH:19]=4)[N:16]=[CH:17][C:12]3=[N:11][CH:10]=2)=[CH:5][CH:4]=1)#[N:2].CN1CCOCC1.CN(C(ON1N=NC2C=CC=NC1=2)=[N+](C)C)C.F[P-](F)(F)(F)(F)F.[N:60]1([C:66]([O:68][C:69]([CH3:72])([CH3:71])[CH3:70])=[O:67])[CH2:65][CH2:64][NH:63][CH2:62][CH2:61]1. Product: [C:1]([C:3]1[CH:4]=[CH:5][C:6]([C:9]2[N:13]3[CH:14]=[C:15]([C:18]4[CH:26]=[CH:25][C:21]([C:22]([N:63]5[CH2:64][CH2:65][N:60]([C:66]([O:68][C:69]([CH3:72])([CH3:71])[CH3:70])=[O:67])[CH2:61][CH2:62]5)=[O:23])=[C:20]([O:27][CH3:28])[CH:19]=4)[N:16]=[CH:17][C:12]3=[N:11][CH:10]=2)=[CH:7][CH:8]=1)#[N:2]. The catalyst class is: 18. (7) Reactant: [C:1]1([OH:9])[CH:6]=[C:5]([OH:7])[CH:4]=[C:3]([OH:8])[CH:2]=1.C([O-])([O-])=O.[K+].[K+].I[CH2:17][CH3:18]. Product: [CH2:17]([O:7][C:5]1[CH:6]=[C:1]([OH:9])[CH:2]=[C:3]([OH:8])[CH:4]=1)[CH3:18]. The catalyst class is: 3. (8) Reactant: [CH2:1]([O:8][CH2:9][C@H:10]1[C@@H:14]([O:15][Si:16]([C:19]([CH3:22])([CH3:21])[CH3:20])([CH3:18])[CH3:17])[CH2:13][C@@H:12]([OH:23])[CH2:11]1)[C:2]1[CH:7]=[CH:6][CH:5]=[CH:4][CH:3]=1.N1C=CC=CC=1.[CH3:30][S:31](Cl)(=[O:33])=[O:32]. Product: [CH3:30][S:31]([O:23][C@@H:12]1[CH2:13][C@H:14]([O:15][Si:16]([C:19]([CH3:20])([CH3:22])[CH3:21])([CH3:18])[CH3:17])[C@H:10]([CH2:9][O:8][CH2:1][C:2]2[CH:7]=[CH:6][CH:5]=[CH:4][CH:3]=2)[CH2:11]1)(=[O:33])=[O:32]. The catalyst class is: 64. (9) Reactant: [CH2:1]([O:8][C:9]([NH:11][CH2:12][C:13]1[C:14]([CH2:34][CH:35]([CH3:37])[CH3:36])=[N:15][C:16]([CH3:33])=[C:17]([C:25]=1[C:26]1[CH:31]=[CH:30][C:29]([CH3:32])=[CH:28][CH:27]=1)[C:18]([O:20][CH2:21][C:22]([NH2:24])=[S:23])=[O:19])=[O:10])[C:2]1[CH:7]=[CH:6][CH:5]=[CH:4][CH:3]=1.Br[CH2:39][C:40](=O)[C:41]([O:43][CH2:44][CH3:45])=[O:42]. Product: [CH2:1]([O:8][C:9]([NH:11][CH2:12][C:13]1[C:14]([CH2:34][CH:35]([CH3:37])[CH3:36])=[N:15][C:16]([CH3:33])=[C:17]([C:25]=1[C:26]1[CH:27]=[CH:28][C:29]([CH3:32])=[CH:30][CH:31]=1)[C:18]([O:20][CH2:21][C:22]1[S:23][CH:39]=[C:40]([C:41]([O:43][CH2:44][CH3:45])=[O:42])[N:24]=1)=[O:19])=[O:10])[C:2]1[CH:3]=[CH:4][CH:5]=[CH:6][CH:7]=1. The catalyst class is: 162.